This data is from Catalyst prediction with 721,799 reactions and 888 catalyst types from USPTO. The task is: Predict which catalyst facilitates the given reaction. (1) Reactant: [N:1]1[N:5]2[C:9](=[O:10])[C:4]3[N:5]([N:1]=[CH:2][CH:3]=3)[C:9](=[O:10])[C:4]2=[CH:3][CH:2]=1.[F:15][C:16]1[CH:22]=[C:21]([F:23])[CH:20]=[CH:19][C:17]=1[NH2:18]. Product: [F:15][C:16]1[CH:22]=[C:21]([F:23])[CH:20]=[CH:19][C:17]=1[NH:18][C:9]([C:4]1[CH:3]=[CH:2][NH:1][N:5]=1)=[O:10]. The catalyst class is: 241. (2) Product: [CH3:10][O:9][C:7]([C:5]1[NH:4][N:3]=[C:2]([NH:1][C:48]([C@H:28]2[C@H:27]([C:23]3[CH:24]=[CH:25][CH:26]=[C:21]([Cl:20])[C:22]=3[F:51])[C@:31]([C:34]3[CH:39]=[CH:38][C:37]([Cl:40])=[CH:36][C:35]=3[F:41])([C:32]#[N:33])[C@H:30]([CH2:42][C:43]([CH3:45])([CH3:44])[CH3:46])[N:29]2[CH3:47])=[O:49])[N:6]=1)=[O:8]. The catalyst class is: 2. Reactant: [NH2:1][C:2]1[N:6]=[C:5]([C:7]([O:9][CH3:10])=[O:8])[NH:4][N:3]=1.CCN(C(C)C)C(C)C.[Cl:20][C:21]1[C:22]([F:51])=[C:23]([C@@H:27]2[C@:31]([C:34]3[CH:39]=[CH:38][C:37]([Cl:40])=[CH:36][C:35]=3[F:41])([C:32]#[N:33])[C@H:30]([CH2:42][C:43]([CH3:46])([CH3:45])[CH3:44])[N:29]([CH3:47])[C@H:28]2[C:48](O)=[O:49])[CH:24]=[CH:25][CH:26]=1.CN(C(ON1N=NC2C=CC=NC1=2)=[N+](C)C)C.F[P-](F)(F)(F)(F)F. (3) Reactant: [CH3:1][C@H:2]1[O:7][C@@H:6]([CH3:8])[CH2:5][NH:4][CH2:3]1.Br[CH2:10][C:11]([O:13][CH2:14][CH3:15])=[O:12].C(=O)([O-])[O-].[K+].[K+]. Product: [CH3:8][C@H:6]1[O:7][C@@H:2]([CH3:1])[CH2:3][N:4]([CH2:10][C:11]([O:13][CH2:14][CH3:15])=[O:12])[CH2:5]1. The catalyst class is: 10. (4) Reactant: [CH3:1][N:2]1[CH2:7][CH2:6][N:5]([C:8]2[CH:13]=[CH:12][C:11]([N+:14]([O-])=O)=[C:10]([CH2:17][S:18]([C:21]3[CH:26]=[CH:25][CH:24]=[CH:23][CH:22]=3)(=[O:20])=[O:19])[N:9]=2)[CH2:4][CH2:3]1.C(O)C. Product: [CH3:1][N:2]1[CH2:3][CH2:4][N:5]([C:8]2[N:9]=[C:10]([CH2:17][S:18]([C:21]3[CH:22]=[CH:23][CH:24]=[CH:25][CH:26]=3)(=[O:20])=[O:19])[C:11]([NH2:14])=[CH:12][CH:13]=2)[CH2:6][CH2:7]1. The catalyst class is: 354. (5) Reactant: [CH3:1][CH2:2][CH:3]([OH:6])[CH2:4][CH3:5].[H-].[Na+].Cl[C:10]1[C:11]2[N:19]([CH3:20])[CH:18]=[C:17]([C:21]3[C:26]([CH3:27])=[CH:25][C:24]([CH3:28])=[CH:23][C:22]=3[CH3:29])[C:12]=2[N:13]=[C:14]([CH3:16])[N:15]=1. Product: [CH2:2]([CH:3]([O:6][C:10]1[C:11]2[N:19]([CH3:20])[CH:18]=[C:17]([C:21]3[C:26]([CH3:27])=[CH:25][C:24]([CH3:28])=[CH:23][C:22]=3[CH3:29])[C:12]=2[N:13]=[C:14]([CH3:16])[N:15]=1)[CH2:4][CH3:5])[CH3:1]. The catalyst class is: 1. (6) Reactant: C[O:2][C:3]([CH:5]1[CH:10]([O:11]C(=O)C)[CH:9]([O:15]C(=O)C)[CH:8]([O:19]C(=O)C)[CH:7]([O:23][CH2:24][C:25]([CH3:63])([C:27]2[O:31][N:30]=[C:29]([NH:32][C:33]([NH:35][C:36]3[CH:41]=[CH:40][C:39]([C:42]4[N:43]=[C:44]5[N:48]([CH:49]=4)[C:47]4[CH:50]=[CH:51][C:52]([O:54][CH2:55][CH2:56][N:57]6[CH2:62][CH2:61][O:60][CH2:59][CH2:58]6)=[CH:53][C:46]=4[S:45]5)=[CH:38][CH:37]=3)=[O:34])[CH:28]=2)[CH3:26])[O:6]1)=[O:4].CO.O.[OH-].[K+]. Product: [OH:11][CH:10]1[CH:9]([OH:15])[CH:8]([OH:19])[CH:7]([O:23][CH2:24][C:25]([CH3:63])([C:27]2[O:31][N:30]=[C:29]([NH:32][C:33]([NH:35][C:36]3[CH:41]=[CH:40][C:39]([C:42]4[N:43]=[C:44]5[N:48]([CH:49]=4)[C:47]4[CH:50]=[CH:51][C:52]([O:54][CH2:55][CH2:56][N:57]6[CH2:58][CH2:59][O:60][CH2:61][CH2:62]6)=[CH:53][C:46]=4[S:45]5)=[CH:38][CH:37]=3)=[O:34])[CH:28]=2)[CH3:26])[O:6][CH:5]1[C:3]([OH:4])=[O:2]. The catalyst class is: 15. (7) Reactant: [C:1]([O:5][C@@H:6]([C:11]1[C:40]([CH3:41])=[C:39]([CH:42]=C)[C:38]2=[N:44][C:35]3=[CH:36][N:37]2[C:12]=1[N:13]1[CH2:50][CH2:49][C:16]([CH3:51])([O:17][CH2:18][CH2:19][CH2:20][CH2:21][C@H:22]([CH3:48])[O:23][C:24]2[CH:25]=[CH:26][C:27]([F:47])=[C:28]([F:46])[C:29]=2[C:30]2[CH:45]=[C:34]3[CH:33]=[CH:32][CH:31]=2)[CH2:15][CH2:14]1)[C:7]([O:9][CH3:10])=[O:8])([CH3:4])([CH3:3])[CH3:2].I([O-])(=O)(=O)=[O:53].[Na+].CC(=O)OCC. Product: [C:1]([O:5][C@@H:6]([C:11]1[C:40]([CH3:41])=[C:39]([CH:42]=[O:53])[C:38]2=[N:44][C:35]3=[CH:36][N:37]2[C:12]=1[N:13]1[CH2:50][CH2:49][C:16]([CH3:51])([O:17][CH2:18][CH2:19][CH2:20][CH2:21][C@H:22]([CH3:48])[O:23][C:24]2[CH:25]=[CH:26][C:27]([F:47])=[C:28]([F:46])[C:29]=2[C:30]2[CH:45]=[C:34]3[CH:33]=[CH:32][CH:31]=2)[CH2:15][CH2:14]1)[C:7]([O:9][CH3:10])=[O:8])([CH3:3])([CH3:4])[CH3:2]. The catalyst class is: 785.